Dataset: Peptide-MHC class II binding affinity with 134,281 pairs from IEDB. Task: Regression. Given a peptide amino acid sequence and an MHC pseudo amino acid sequence, predict their binding affinity value. This is MHC class II binding data. (1) The peptide sequence is LLNAKFFHMNIYECK. The MHC is HLA-DQA10201-DQB10202 with pseudo-sequence HLA-DQA10201-DQB10202. The binding affinity (normalized) is 0. (2) The peptide sequence is MLHWSLILPGIKAQQ. The MHC is DRB3_0101 with pseudo-sequence DRB3_0101. The binding affinity (normalized) is 0. (3) The peptide sequence is EKKGFAATQFEPLAA. The MHC is HLA-DPA10201-DPB11401 with pseudo-sequence HLA-DPA10201-DPB11401. The binding affinity (normalized) is 0.492. (4) The peptide sequence is ASSDITAQLSQLISL. The MHC is HLA-DQA10501-DQB10301 with pseudo-sequence HLA-DQA10501-DQB10301. The binding affinity (normalized) is 0.319. (5) The peptide sequence is EAIIRILQQLLFIHFRIGCQHSR. The MHC is HLA-DQA10501-DQB10201 with pseudo-sequence HLA-DQA10501-DQB10201. The binding affinity (normalized) is 0.